The task is: Regression. Given a peptide amino acid sequence and an MHC pseudo amino acid sequence, predict their binding affinity value. This is MHC class II binding data.. This data is from Peptide-MHC class II binding affinity with 134,281 pairs from IEDB. (1) The peptide sequence is IAPYHFDLSGHAFGA. The MHC is HLA-DQA10301-DQB10302 with pseudo-sequence HLA-DQA10301-DQB10302. The binding affinity (normalized) is 0.0735. (2) The peptide sequence is EKKLFAATQFEPLAA. The MHC is DRB1_1001 with pseudo-sequence DRB1_1001. The binding affinity (normalized) is 0.602. (3) The peptide sequence is VNFYAWKRMEVGQQA. The MHC is DRB1_1101 with pseudo-sequence DRB1_1101. The binding affinity (normalized) is 0.638. (4) The peptide sequence is SQDLILSWNLNGLQAY. The MHC is DRB1_0802 with pseudo-sequence DRB1_0802. The binding affinity (normalized) is 0.384. (5) The peptide sequence is SPPVVSFRETVLDKS. The MHC is DRB3_0101 with pseudo-sequence DRB3_0101. The binding affinity (normalized) is 0.228. (6) The peptide sequence is VKVLRPAPGGKAYMD. The binding affinity (normalized) is 0.703. The MHC is DRB1_0901 with pseudo-sequence DRB1_0901. (7) The binding affinity (normalized) is 0.905. The MHC is DRB1_0101 with pseudo-sequence DRB1_0101. The peptide sequence is AYESYKFIPALEAAV. (8) The peptide sequence is TLWQRPLVTIKIGGQLREAL. The MHC is HLA-DQA10301-DQB10302 with pseudo-sequence HLA-DQA10301-DQB10302. The binding affinity (normalized) is 0.157. (9) The peptide sequence is IAGYKTFDGRGAQVY. The MHC is HLA-DQA10301-DQB10302 with pseudo-sequence HLA-DQA10301-DQB10302. The binding affinity (normalized) is 0.256. (10) The peptide sequence is EKYYFAATQFEPLAA. The MHC is HLA-DQA10301-DQB10302 with pseudo-sequence HLA-DQA10301-DQB10302. The binding affinity (normalized) is 0.582.